From a dataset of Retrosynthesis with 50K atom-mapped reactions and 10 reaction types from USPTO. Predict the reactants needed to synthesize the given product. (1) Given the product COCc1ccoc1-c1cc(-n2c(N)nc3ccccc32)ccc1C, predict the reactants needed to synthesize it. The reactants are: COCc1ccoc1[Sn](C)(C)C.Cc1ccc(-n2c(N)nc3ccccc32)cc1I. (2) Given the product CC(C)(C)OC(=O)N1CCN(c2cccc(Br)c2)CC1, predict the reactants needed to synthesize it. The reactants are: Brc1cccc(N2CCNCC2)c1.CC(C)(C)OC(=O)OC(=O)OC(C)(C)C.